From a dataset of CYP2C9 inhibition data for predicting drug metabolism from PubChem BioAssay. Regression/Classification. Given a drug SMILES string, predict its absorption, distribution, metabolism, or excretion properties. Task type varies by dataset: regression for continuous measurements (e.g., permeability, clearance, half-life) or binary classification for categorical outcomes (e.g., BBB penetration, CYP inhibition). Dataset: cyp2c9_veith. (1) The compound is O=C(c1cc(C(F)(F)F)cc(C(F)(F)F)c1)N1CCC2(CCN(Cc3nccs3)CC2)CC1. The result is 1 (inhibitor). (2) The compound is COc1ccc2c(c1)c(CC(=O)O)c(C)n2C(=O)c1ccc(Cl)cc1. The result is 0 (non-inhibitor).